This data is from Full USPTO retrosynthesis dataset with 1.9M reactions from patents (1976-2016). The task is: Predict the reactants needed to synthesize the given product. (1) Given the product [NH2:26][C:25](=[S:24])[NH:29][C:16]([C:6]1[N:5]([CH2:4][C:3]([O:2][CH3:1])=[O:19])[C:13]2[C:8]([CH:7]=1)=[CH:9][C:10]([O:14][CH3:15])=[CH:11][CH:12]=2)=[O:17], predict the reactants needed to synthesize it. The reactants are: [CH3:1][O:2][C:3](=[O:19])[CH2:4][N:5]1[C:13]2[C:8](=[CH:9][C:10]([O:14][CH3:15])=[CH:11][CH:12]=2)[CH:7]=[C:6]1[C:16](O)=[O:17].S(Cl)(Cl)=O.[S-:24][C:25]#[N:26].[K+].[OH-].[NH4+:29]. (2) Given the product [CH:1]1([C:6]2([CH2:14][CH2:15][C:16]3[CH:21]=[CH:20][C:19]([O:22][CH2:23][CH3:24])=[C:18]([F:25])[CH:17]=3)[O:11][C:10](=[O:12])[C:9]([CH2:37][C:35]3[N:36]=[C:29]4[N:28]=[C:27]([CH3:26])[CH:32]=[C:31]([CH3:33])[N:30]4[N:34]=3)=[C:8]([OH:13])[CH2:7]2)[CH2:5][CH2:4][CH2:3][CH2:2]1, predict the reactants needed to synthesize it. The reactants are: [CH:1]1([C:6]2([CH2:14][CH2:15][C:16]3[CH:21]=[CH:20][C:19]([O:22][CH2:23][CH3:24])=[C:18]([F:25])[CH:17]=3)[O:11][C:10](=[O:12])[CH2:9][C:8](=[O:13])[CH2:7]2)[CH2:5][CH2:4][CH2:3][CH2:2]1.[CH3:26][C:27]1[CH:32]=[C:31]([CH3:33])[N:30]2[N:34]=[C:35]([CH:37]=O)[N:36]=[C:29]2[N:28]=1. (3) Given the product [CH3:16][O:6][C:5](=[O:7])[C:4]1[CH:8]=[C:9]([F:11])[CH:10]=[C:2]([NH2:1])[CH:3]=1, predict the reactants needed to synthesize it. The reactants are: [NH2:1][C:2]1[CH:3]=[C:4]([CH:8]=[C:9]([F:11])[CH:10]=1)[C:5]([OH:7])=[O:6].S(Cl)(Cl)=O.[CH3:16]O. (4) Given the product [Cl:4][C:5]1[CH:6]=[C:7]([C:12]2([C:31]([F:33])([F:32])[F:34])[O:16][N:15]=[C:14]([C:17]3[C:26]4[C:21](=[CH:22][CH:23]=[CH:24][CH:25]=4)[C:20]([C:27]([OH:29])=[O:28])=[CH:19][CH:18]=3)[CH2:13]2)[CH:8]=[C:9]([Cl:11])[CH:10]=1, predict the reactants needed to synthesize it. The reactants are: O.[OH-].[Li+].[Cl:4][C:5]1[CH:6]=[C:7]([C:12]2([C:31]([F:34])([F:33])[F:32])[O:16][N:15]=[C:14]([C:17]3[C:26]4[C:21](=[CH:22][CH:23]=[CH:24][CH:25]=4)[C:20]([C:27]([O:29]C)=[O:28])=[CH:19][CH:18]=3)[CH2:13]2)[CH:8]=[C:9]([Cl:11])[CH:10]=1.CO. (5) Given the product [NH2:24][C:21]1[N:22]=[CH:23][C:18]([S:15]([C:12]2[CH:11]=[CH:10][C:9]([C:27]3[N:28]=[CH:29][C:30]([C:33]([OH:42])([C:34]([F:35])([F:36])[F:37])[C:38]([F:40])([F:41])[F:39])=[CH:31][N:32]=3)=[CH:14][CH:13]=2)(=[O:16])=[O:17])=[CH:19][CH:20]=1, predict the reactants needed to synthesize it. The reactants are: CC1(C)C(C)(C)OB([C:9]2[CH:14]=[CH:13][C:12]([S:15]([C:18]3[CH:19]=[CH:20][C:21]([NH2:24])=[N:22][CH:23]=3)(=[O:17])=[O:16])=[CH:11][CH:10]=2)O1.Cl[C:27]1[N:32]=[CH:31][C:30]([C:33]([OH:42])([C:38]([F:41])([F:40])[F:39])[C:34]([F:37])([F:36])[F:35])=[CH:29][N:28]=1.C(=O)([O-])[O-].[Cs+].[Cs+].COCCOC. (6) Given the product [CH:1]([S:19]([CH2:27][C:25]([OH:28])=[O:23])=[O:22])([C:2]1[CH:3]=[CH:4][CH:5]=[CH:6][CH:7]=1)[C:8]1[CH:9]=[CH:10][CH:11]=[CH:12][CH:13]=1, predict the reactants needed to synthesize it. The reactants are: [CH:1](CC(O)=S)([C:8]1[CH:13]=[CH:12][CH:11]=[CH:10][CH:9]=1)[C:2]1[CH:7]=[CH:6][CH:5]=[CH:4][CH:3]=1.O[S:19]([OH:22])(=O)=O.[OH:23]O.[CH:25]([OH:28])([CH3:27])C.